Dataset: Reaction yield outcomes from USPTO patents with 853,638 reactions. Task: Predict the reaction yield, written as a fraction of the theoretical maximum amount of product (1.0 means a 100% yield; for example, 0.34 means a 34% yield). (1) The reactants are [C:1]([NH2:9])(=[O:8])[C:2]1[CH:7]=[CH:6][CH:5]=[CH:4][CH:3]=1.[Cl:10][CH2:11][C:12](=O)[CH2:13]Cl. The catalyst is C(#N)C. The product is [Cl:10][CH2:11][C:12]1[N:9]=[C:1]([C:2]2[CH:7]=[CH:6][CH:5]=[CH:4][CH:3]=2)[O:8][CH:13]=1. The yield is 0.247. (2) The reactants are C(O[C:6]([NH:8][CH2:9][CH:10]([S:15]([OH:18])(=[O:17])=[O:16])[CH2:11][C:12]([OH:14])=[O:13])=[O:7])(C)(C)C.Cl.O1CCOCC1.C1(=O)[O:31][C:29](=[O:30])[CH:28]=[CH:27]1. The catalyst is CC(N(C)C)=O. The product is [C:12]([CH2:11][CH:10]([S:15]([OH:18])(=[O:16])=[O:17])[CH2:9][NH:8][C:6](=[O:7])/[CH:27]=[CH:28]\[C:29]([OH:31])=[O:30])([OH:14])=[O:13]. The yield is 0.830. (3) The reactants are [OH-].[Na+].[Br-].[OH:4][CH:5]1[CH2:10][CH2:9][CH2:8][N+:7]([CH3:14])([CH2:11][CH2:12][CH3:13])[CH2:6]1.[I:15]C.[CH2:17](O)C. The catalyst is C(#N)C.C(OCC)(=O)C. The product is [I-:15].[CH3:17][O:4][CH:5]1[CH2:10][CH2:9][CH2:8][N+:7]([CH3:14])([CH2:11][CH2:12][CH3:13])[CH2:6]1. The yield is 0.990. (4) The reactants are [Cl:1][C:2]1[CH:18]=[CH:17][C:5]2[CH2:6][CH2:7][N:8]([C:11](=[O:16])[C:12]([F:15])([F:14])[F:13])[CH2:9][CH2:10][C:4]=2[C:3]=1OS(C(F)(F)F)(=O)=O.[NH2:27][CH2:28][C:29]1[CH:30]=[N:31][C:32]([O:35][CH2:36][C:37](=[O:42])[C:38]([CH3:41])([CH3:40])[CH3:39])=[CH:33][CH:34]=1. No catalyst specified. The product is [Cl:1][C:2]1[CH:18]=[CH:17][C:5]2[CH2:6][CH2:7][N:8]([C:11](=[O:16])[C:12]([F:15])([F:14])[F:13])[CH2:9][CH2:10][C:4]=2[C:3]=1[NH:27][CH2:28][C:29]1[CH:30]=[N:31][C:32]([O:35][CH2:36][C:37](=[O:42])[C:38]([CH3:40])([CH3:39])[CH3:41])=[CH:33][CH:34]=1. The yield is 0.500. (5) The reactants are [CH:1]1[CH2:6][CH2:5][CH:4]=[CH:3][CH:2]=1.[C:7]1([S:13](/[CH:16]=[CH:17]/[S:18]([C:21]2[CH:26]=[CH:25][CH:24]=[CH:23][CH:22]=2)(=[O:20])=[O:19])(=[O:15])=[O:14])[CH:12]=[CH:11][CH:10]=[CH:9][CH:8]=1. The yield is 0.900. The catalyst is C1(C)C=CC=CC=1. The product is [C:7]1([S:13]([CH:16]2[CH:17]([S:18]([C:21]3[CH:22]=[CH:23][CH:24]=[CH:25][CH:26]=3)(=[O:20])=[O:19])[CH:3]3[CH2:4][CH2:5][CH:6]2[CH:1]=[CH:2]3)(=[O:14])=[O:15])[CH:8]=[CH:9][CH:10]=[CH:11][CH:12]=1.